Dataset: Full USPTO retrosynthesis dataset with 1.9M reactions from patents (1976-2016). Task: Predict the reactants needed to synthesize the given product. Given the product [O:1]1[CH:5]=[CH:4][CH:3]=[C:2]1[C:6]1[O:7][C:8]([CH3:38])=[C:9]([CH2:11][O:12][C:13]2[CH:35]=[CH:34][C:16]([CH2:17][O:18][C:19]3[C:23](/[CH:24]=[CH:25]/[CH:26]=[O:27])=[CH:22][N:21]([C:28]4[CH:29]=[CH:30][CH:31]=[CH:32][CH:33]=4)[N:20]=3)=[CH:15][C:14]=2[O:36][CH3:37])[N:10]=1, predict the reactants needed to synthesize it. The reactants are: [O:1]1[CH:5]=[CH:4][CH:3]=[C:2]1[C:6]1[O:7][C:8]([CH3:38])=[C:9]([CH2:11][O:12][C:13]2[CH:35]=[CH:34][C:16]([CH2:17][O:18][C:19]3[C:23](/[CH:24]=[CH:25]/[CH2:26][OH:27])=[CH:22][N:21]([C:28]4[CH:33]=[CH:32][CH:31]=[CH:30][CH:29]=4)[N:20]=3)=[CH:15][C:14]=2[O:36][CH3:37])[N:10]=1.